The task is: Binary Classification. Given a miRNA mature sequence and a target amino acid sequence, predict their likelihood of interaction.. This data is from Experimentally validated miRNA-target interactions with 360,000+ pairs, plus equal number of negative samples. The miRNA is hsa-miR-487b-5p with sequence GUGGUUAUCCCUGUCCUGUUCG. The protein sequence of the target gene is MAWSPPATLFLFLLLLGQPPPSRPQSLGTTKLRLVGPESKPEEGRLEVLHQGQWGTVCDDNFAIQEATVACRQLGFEAALTWAHSAKYGQGEGPIWLDNVRCVGTESSLDQCGSNGWGVSDCSHSEDVGVICHPRRHRGYLSETVSNALGPQGRRLEEVRLKPILASAKQHSPVTEGAVEVKYEGHWRQVCDQGWTMNNSRVVCGMLGFPSEVPVDSHYYRKVWDLKMRDPKSRLKSLTNKNSFWIHQVTCLGTEPHMANCQVQVAPARGKLRPACPGGMHAVVSCVAGPHFRPPKTKPQ.... Result: 0 (no interaction).